Dataset: Reaction yield outcomes from USPTO patents with 853,638 reactions. Task: Predict the reaction yield, written as a fraction of the theoretical maximum amount of product (1.0 means a 100% yield; for example, 0.34 means a 34% yield). (1) The reactants are O=C1C=CC(=O)[N:3]1[CH2:8][CH2:9][CH2:10][C:11]([OH:13])=[O:12].[NH2:14][CH2:15][C:16]([NH:18][CH2:19][C:20]([NH:22][CH2:23][C:24]([NH:26][CH2:27][CH2:28][C:29]([O:31][C:32]([CH3:35])([CH3:34])[CH3:33])=[O:30])=[O:25])=[O:21])=[O:17].Cl.CN(C)CCCN=C=NCC. The catalyst is CN(C)C=O. The product is [CH2:9]([CH2:8][NH2:3])[CH2:10][C:11]([OH:13])=[O:12].[NH2:14][CH2:15][C:16]([NH:18][CH2:19][C:20]([NH:22][CH2:23][C:24]([NH:26][CH2:27][CH2:28][C:29]([O:31][C:32]([CH3:35])([CH3:34])[CH3:33])=[O:30])=[O:25])=[O:21])=[O:17]. The yield is 0.620. (2) The reactants are [OH:1][C:2]1[C:7]2[CH:8]=[C:9]([CH3:11])[O:10][C:6]=2[CH:5]=[C:4]([C:12]([O:14][CH2:15][CH3:16])=[O:13])[CH:3]=1.Br[C:18]1[CH:23]=[CH:22][C:21]([S:24]([CH3:27])(=[O:26])=[O:25])=[CH:20][N:19]=1.C([O-])([O-])=O.[Cs+].[Cs+]. The catalyst is CN(C=O)C.[Cu]I. The product is [CH3:11][C:9]1[O:10][C:6]2[CH:5]=[C:4]([C:12]([O:14][CH2:15][CH3:16])=[O:13])[CH:3]=[C:2]([O:1][C:18]3[CH:23]=[CH:22][C:21]([S:24]([CH3:27])(=[O:26])=[O:25])=[CH:20][N:19]=3)[C:7]=2[CH:8]=1. The yield is 0.880. (3) The reactants are [Br:1][C:2]1[CH:3]=[C:4]([S:8]([C:10]2[CH:11]=[C:12]([C:18]#[N:19])[S:13][C:14]=2[N+:15]([O-])=O)=O)[CH:5]=[CH:6][CH:7]=1.CCO. The catalyst is [Fe].C(O)(=O)C. The product is [NH2:15][C:14]1[S:13][C:12]([C:18]#[N:19])=[CH:11][C:10]=1[S:8][C:4]1[CH:5]=[CH:6][CH:7]=[C:2]([Br:1])[CH:3]=1. The yield is 0.320. (4) The reactants are [CH2:1]([O:8][CH:9]1[CH:16]2[CH:12]([O:13][C:14]([CH3:18])(C)[O:15]2)[O:11][C:10]1([CH2:21][O:22][Si:23]([C:36]([CH3:39])([CH3:38])[CH3:37])(C1C=CC=CC=1)C1C=CC=CC=1)[CH:19]=[CH2:20])[C:2]1[CH:7]=[CH:6][CH:5]=[CH:4][CH:3]=1.C([O:43][C:44](=[O:46])[CH3:45])(=O)C.OS(O)(=O)=O.[C:52](O)(=O)[CH3:53]. No catalyst specified. The product is [C:44]([O:43][CH:16]1[CH:9]([O:8][CH2:1][C:2]2[CH:3]=[CH:4][CH:5]=[CH:6][CH:7]=2)[C:10]([C:21]([C:53]2[CH:52]=[CH:19][CH:10]=[CH:9][CH:16]=2)([C:2]2[CH:7]=[CH:6][CH:5]=[CH:4][CH:3]=2)[O:22][SiH2:23][C:36]([CH3:37])([CH3:39])[CH3:38])([CH:19]=[CH2:20])[O:11][CH:12]1[O:13][C:14](=[O:15])[CH3:18])(=[O:46])[CH3:45]. The yield is 0.850. (5) The reactants are [Br:1][C:2]1[CH:7]=[CH:6][C:5]([O:8][CH3:9])=[CH:4][C:3]=1[N+:10]([O-])=O. The catalyst is C(O)C.[Ni]. The product is [Br:1][C:2]1[CH:7]=[CH:6][C:5]([O:8][CH3:9])=[CH:4][C:3]=1[NH2:10]. The yield is 0.860. (6) The reactants are [N+:1]([C:4]1[CH:5]=[N:6][N:7]([CH2:9][C:10]([OH:12])=O)[CH:8]=1)([O-:3])=[O:2].[NH2:13][C:14]1[CH:19]=[CH:18][CH:17]=[CH:16][CH:15]=1.C(Cl)CCl.C1C=CC2N(O)N=NC=2C=1.CN1CCOCC1. The catalyst is C(Cl)Cl. The product is [N+:1]([C:4]1[CH:5]=[N:6][N:7]([CH2:9][C:10]([NH:13][C:14]2[CH:19]=[CH:18][CH:17]=[CH:16][CH:15]=2)=[O:12])[CH:8]=1)([O-:3])=[O:2]. The yield is 0.690. (7) The reactants are [Br:1][C:2]1[CH:3]=[C:4]([CH2:8][CH2:9][C:10]#[N:11])[CH:5]=[CH:6][CH:7]=1.[CH:12](OCC)=[O:13].[H-].[Na+].Cl. The catalyst is C1COCC1.O. The product is [Br:1][C:2]1[CH:3]=[C:4]([CH2:8][CH:9]([CH:12]=[O:13])[C:10]#[N:11])[CH:5]=[CH:6][CH:7]=1. The yield is 0.200. (8) The reactants are [C:1]([O:9][C@H:10]([CH2:15][C:16]1[CH:21]=[CH:20][C:19]([NH:22]C(OC(C)(C)C)=O)=[C:18]([CH3:30])[C:17]=1[CH2:31][O:32][C:33](=[O:35])[CH3:34])[C:11]([O:13][CH3:14])=[O:12])(=[O:8])[C:2]1[CH:7]=[CH:6][CH:5]=[CH:4][CH:3]=1.ClCCl.FC(F)(F)C(O)=O. No catalyst specified. The product is [C:1]([O:9][C@H:10]([CH2:15][C:16]1[CH:21]=[CH:20][C:19]([NH2:22])=[C:18]([CH3:30])[C:17]=1[CH2:31][O:32][C:33](=[O:35])[CH3:34])[C:11]([O:13][CH3:14])=[O:12])(=[O:8])[C:2]1[CH:7]=[CH:6][CH:5]=[CH:4][CH:3]=1. The yield is 0.970.